This data is from Forward reaction prediction with 1.9M reactions from USPTO patents (1976-2016). The task is: Predict the product of the given reaction. (1) Given the reactants C([O:4][C:5]1[CH:24]=[CH:23][C:8]([C:9]2[CH2:10][O:11][C:12]3[C:17]([CH:18]=2)=[CH:16][CH:15]=[C:14]([O:19]C(=O)C)[CH:13]=3)=[CH:7][CH:6]=1)(=O)C.C[Si](C)(C)[C:27]1[NH:31][N:30]=[N:29][N:28]=1, predict the reaction product. The product is: [OH:4][C:5]1[CH:24]=[CH:23][C:8]([C:9]2[CH:10]([N:28]3[CH:27]=[N:31][N:30]=[N:29]3)[O:11][C:12]3[C:17]([CH:18]=2)=[CH:16][CH:15]=[C:14]([OH:19])[CH:13]=3)=[CH:7][CH:6]=1. (2) Given the reactants I[C:2]1[C:3](=[O:30])[C:4]2[CH:5]=[CH:6][N:7]3[C:20](=[O:21])[N:19]([CH2:22][O:23][CH2:24][CH2:25][Si:26]([CH3:29])([CH3:28])[CH3:27])[N:18]=[C:8]3[C:9]=2[O:10][C:11]=1[C:12]1[CH:17]=[CH:16][CH:15]=[CH:14][CH:13]=1.CC1(C)C(C)(C)OB([C:39]2[CH:44]=[CH:43][C:42]([C:45]3([NH:49][S:50]([C:52]([CH3:55])([CH3:54])[CH3:53])=[O:51])[CH2:48][O:47][CH2:46]3)=[CH:41][CH:40]=2)O1.ClCCl.C(=O)([O-])[O-].[Na+].[Na+], predict the reaction product. The product is: [O:21]=[C:20]1[N:7]2[CH:6]=[CH:5][C:4]3[C:3](=[O:30])[C:2]([C:39]4[CH:40]=[CH:41][C:42]([C:45]5([NH:49][S:50]([C:52]([CH3:55])([CH3:54])[CH3:53])=[O:51])[CH2:48][O:47][CH2:46]5)=[CH:43][CH:44]=4)=[C:11]([C:12]4[CH:17]=[CH:16][CH:15]=[CH:14][CH:13]=4)[O:10][C:9]=3[C:8]2=[N:18][N:19]1[CH2:22][O:23][CH2:24][CH2:25][Si:26]([CH3:29])([CH3:28])[CH3:27]. (3) Given the reactants [Cl:1][C:2]1[C:3]([O:9][C:10]2[CH:22]=[C:21]([O:23][CH2:24][CH2:25][O:26][CH3:27])[CH:20]=[CH:19][C:11]=2/[CH:12]=[C:13](\[CH2:17][CH3:18])/[C:14](O)=[O:15])=[N:4][CH:5]=[C:6]([Cl:8])[CH:7]=1.CC1C=CC=C([N+]([O-])=O)C=1C(OC(=O)C1C([N+]([O-])=O)=CC=CC=1C)=O.[CH2:53]([S:58]([NH2:61])(=[O:60])=[O:59])[CH2:54][CH2:55][CH2:56][CH3:57].[Cl-].[NH4+], predict the reaction product. The product is: [Cl:1][C:2]1[C:3]([O:9][C:10]2[CH:22]=[C:21]([O:23][CH2:24][CH2:25][O:26][CH3:27])[CH:20]=[CH:19][C:11]=2/[CH:12]=[C:13](\[CH2:17][CH3:18])/[C:14]([NH:61][S:58]([CH2:53][CH2:54][CH2:55][CH2:56][CH3:57])(=[O:60])=[O:59])=[O:15])=[N:4][CH:5]=[C:6]([Cl:8])[CH:7]=1. (4) Given the reactants [F:1][C:2]([F:14])([F:13])[C:3]1[CH:12]=[CH:11][C:6]2[N:7]=[C:8]([NH2:10])[S:9][C:5]=2[CH:4]=1.[C:15]1([CH3:24])[CH:20]=[CH:19][C:18]([C:21](Cl)=[O:22])=[CH:17][CH:16]=1.Br[CH:26]([CH3:32])[C:27]([O:29]CC)=[O:28].COC1C=CC2N=C(N)SC=2C=1.ClC1C=C(C=CC=1)C(Cl)=O.BrCC(OCC)=O, predict the reaction product. The product is: [CH3:24][C:15]1[CH:20]=[CH:19][C:18]([C:21]([N:10]=[C:8]2[N:7]([CH:26]([CH3:32])[C:27]([OH:29])=[O:28])[C:6]3[CH:11]=[CH:12][C:3]([C:2]([F:1])([F:13])[F:14])=[CH:4][C:5]=3[S:9]2)=[O:22])=[CH:17][CH:16]=1. (5) Given the reactants [Cl:1][C:2]1[C:3]([N:27]([CH3:29])[CH3:28])=[CH:4][C:5]2[N:11]=[C:10]([C:12]3[CH:17]=[CH:16][CH:15]=[C:14]([C:18]4[S:19][CH:20]=[C:21]([CH2:23]O)[N:22]=4)[CH:13]=3)[CH2:9][C:8](=[O:25])[NH:7][C:6]=2[CH:26]=1.S(Cl)([Cl:32])=O, predict the reaction product. The product is: [Cl:1][C:2]1[C:3]([N:27]([CH3:29])[CH3:28])=[CH:4][C:5]2[N:11]=[C:10]([C:12]3[CH:17]=[CH:16][CH:15]=[C:14]([C:18]4[S:19][CH:20]=[C:21]([CH2:23][Cl:32])[N:22]=4)[CH:13]=3)[CH2:9][C:8](=[O:25])[NH:7][C:6]=2[CH:26]=1. (6) Given the reactants CS(O)(=O)=O.[CH2:6]([C@@H:8]1[CH2:17][C@H:16]([NH2:18])[C:15]2[C:10](=[CH:11][CH:12]=[C:13]([C:19]([F:22])([F:21])[F:20])[CH:14]=2)[NH:9]1)[CH3:7].Cl.[CH3:24][O:25]N.C([O-])(=O)C.[Na+], predict the reaction product. The product is: [CH3:24][O:25][N:18]=[C:16]1[C:15]2[C:10](=[CH:11][CH:12]=[C:13]([C:19]([F:22])([F:20])[F:21])[CH:14]=2)[NH:9][C@H:8]([CH2:6][CH3:7])[CH2:17]1. (7) Given the reactants [Cl:1][C:2]1[CH:3]=[C:4]([NH:23][CH2:24][C:25]2[N:26]=[N:27][N:28]([CH2:30][C:31]([OH:33])=O)[CH:29]=2)[CH:5]=[C:6]2[C:11]=1[N:10]=[CH:9][C:8]([C:12]#[N:13])=[C:7]2[NH:14][C:15]1[CH:20]=[CH:19][C:18]([F:21])=[C:17]([Cl:22])[CH:16]=1.F[P-](F)(F)(F)(F)F.[N:41]1(O[P+](N(C)C)(N(C)C)N(C)C)[C:45]2[CH:46]=[CH:47][CH:48]=[CH:49][C:44]=2[N:43]=N1.N1C=CC=CC=1CN, predict the reaction product. The product is: [Cl:1][C:2]1[CH:3]=[C:4]([NH:23][CH2:24][C:25]2[N:26]=[N:27][N:28]([CH2:30][C:31]([NH:43][CH2:44][C:49]3[CH:48]=[CH:47][CH:46]=[CH:45][N:41]=3)=[O:33])[CH:29]=2)[CH:5]=[C:6]2[C:11]=1[N:10]=[CH:9][C:8]([C:12]#[N:13])=[C:7]2[NH:14][C:15]1[CH:20]=[CH:19][C:18]([F:21])=[C:17]([Cl:22])[CH:16]=1. (8) Given the reactants [NH2:1][C:2]([CH3:7])([CH2:5][OH:6])[CH2:3][OH:4].[Br:8][C:9]1[CH:10]=[C:11]([S:15](Cl)(=[O:17])=[O:16])[CH:12]=[CH:13][CH:14]=1, predict the reaction product. The product is: [Br:8][C:9]1[CH:10]=[C:11]([S:15]([NH:1][C:2]([CH2:5][OH:6])([CH3:7])[CH2:3][OH:4])(=[O:17])=[O:16])[CH:12]=[CH:13][CH:14]=1.